From a dataset of Full USPTO retrosynthesis dataset with 1.9M reactions from patents (1976-2016). Predict the reactants needed to synthesize the given product. (1) Given the product [S:1]1[C:5]2[CH:6]=[CH:7][CH:8]=[CH:9][C:4]=2[N:3]=[C:2]1[CH2:10][N:11]([CH2:21][C:22]([OH:24])=[O:23])[C:12]([C:14]1[S:18][C:17]([C:33]2[CH:34]=[C:35]3[C:39](=[CH:40][CH:41]=2)[NH:38][CH:37]=[CH:36]3)=[N:16][C:15]=1[CH3:20])=[O:13], predict the reactants needed to synthesize it. The reactants are: [S:1]1[C:5]2[CH:6]=[CH:7][CH:8]=[CH:9][C:4]=2[N:3]=[C:2]1[CH2:10][N:11]([CH2:21][C:22]([O-:24])=[O:23])[C:12]([C:14]1[S:18][C:17](Br)=[N:16][C:15]=1[CH3:20])=[O:13].CC1(C)C(C)(C)OB([C:33]2[CH:34]=[C:35]3[C:39](=[CH:40][CH:41]=2)[N:38](C(OC(C)(C)C)=O)[CH:37]=[CH:36]3)O1.C(=O)([O-])[O-].[Cs+].[Cs+].ClCCl. (2) Given the product [Cl:11][C:5]1[C:6]([OH:10])=[CH:7][CH:8]=[C:9]2[C:4]=1[CH:3]=[N:2][NH:1]2, predict the reactants needed to synthesize it. The reactants are: [NH:1]1[C:9]2[C:4](=[CH:5][C:6]([OH:10])=[CH:7][CH:8]=2)[CH:3]=[N:2]1.[Cl:11]N1C(=O)CCC1=O.O.